This data is from Full USPTO retrosynthesis dataset with 1.9M reactions from patents (1976-2016). The task is: Predict the reactants needed to synthesize the given product. (1) The reactants are: [OH:1][C:2]([C:15]([F:18])([F:17])[F:16])([CH2:5][C:6]([CH3:14])([C:8]1[CH:13]=[CH:12][CH:11]=[CH:10][CH:9]=1)[CH3:7])[CH:3]=O.[NH2:19][C:20]1[CH:29]=[CH:28][CH:27]=[C:26]2[C:21]=1[CH:22]=[CH:23][C:24](=[O:30])[NH:25]2. Given the product [OH:1][C:2]([C:15]([F:16])([F:17])[F:18])([CH2:5][C:6]([CH3:7])([C:8]1[CH:9]=[CH:10][CH:11]=[CH:12][CH:13]=1)[CH3:14])[CH:3]=[N:19][C:20]1[CH:29]=[CH:28][CH:27]=[C:26]2[C:21]=1[CH:22]=[CH:23][C:24](=[O:30])[NH:25]2, predict the reactants needed to synthesize it. (2) Given the product [N:8]1[CH:13]=[CH:12][CH:11]=[C:10]([O:14][CH2:15][CH:16]2[CH2:21][NH:20][CH2:19][CH2:18][N:17]2[C:29]([O:31][CH2:32][C:33]2[CH:38]=[CH:37][CH:36]=[CH:35][CH:34]=2)=[O:30])[CH:9]=1, predict the reactants needed to synthesize it. The reactants are: Cl.O1CCOCC1.[N:8]1[CH:13]=[CH:12][CH:11]=[C:10]([O:14][CH2:15][CH:16]2[CH2:21][N:20](C(OC(C)(C)C)=O)[CH2:19][CH2:18][N:17]2[C:29]([O:31][CH2:32][C:33]2[CH:38]=[CH:37][CH:36]=[CH:35][CH:34]=2)=[O:30])[CH:9]=1.